The task is: Regression/Classification. Given a drug SMILES string, predict its absorption, distribution, metabolism, or excretion properties. Task type varies by dataset: regression for continuous measurements (e.g., permeability, clearance, half-life) or binary classification for categorical outcomes (e.g., BBB penetration, CYP inhibition). For this dataset (b3db_regression), we predict Y.. This data is from Blood-brain barrier permeability regression values from the B3DB database. (1) The molecule is C1CCN(CC1)CC2=CC(=CC=C2)OCCCO. The Y is -0.0200 log(BB ratio). (2) The Y is -0.460 log(BB ratio). The drug is CNS(=O)(=O)CCC1=CC2=C(C=C1)NC=C2C3CCN(CC3)C. (3) The molecule is CC(=O)CN1C(=O)C=CC(=N1)C2=C3C=CC=CN3N=C2C4=CC=CC=C4. The Y is -0.310 log(BB ratio).